This data is from Forward reaction prediction with 1.9M reactions from USPTO patents (1976-2016). The task is: Predict the product of the given reaction. Given the reactants C([O:3][C:4]([C:6]1[CH:7]=[N:8][C:9]2[C:14]([C:15]=1[NH:16][CH:17]1[CH2:22][CH2:21][CH:20]([CH3:23])[CH2:19][CH2:18]1)=[CH:13][CH:12]=[CH:11][C:10]=2[O:24][CH3:25])=O)C.[Cl:26][C:27]1[CH:32]=[CH:31][CH:30]=[CH:29][C:28]=1[N:33]=[C:34]=[O:35], predict the reaction product. The product is: [Cl:26][C:27]1[CH:32]=[CH:31][CH:30]=[CH:29][C:28]=1[N:33]1[C:4](=[O:3])[C:6]2[CH:7]=[N:8][C:9]3[C:10]([O:24][CH3:25])=[CH:11][CH:12]=[CH:13][C:14]=3[C:15]=2[N:16]([CH:17]2[CH2:18][CH2:19][CH:20]([CH3:23])[CH2:21][CH2:22]2)[C:34]1=[O:35].